From a dataset of Catalyst prediction with 721,799 reactions and 888 catalyst types from USPTO. Predict which catalyst facilitates the given reaction. Reactant: [CH3:1][O:2][C:3]1[CH:8]=[C:7]([N+:9]([O-])=O)[CH:6]=[CH:5][C:4]=1[N:12]1[CH:16]=[N:15][C:14]([CH3:17])=[N:13]1. Product: [CH3:1][O:2][C:3]1[CH:8]=[C:7]([CH:6]=[CH:5][C:4]=1[N:12]1[CH:16]=[N:15][C:14]([CH3:17])=[N:13]1)[NH2:9]. The catalyst class is: 43.